Predict the reactants needed to synthesize the given product. From a dataset of Full USPTO retrosynthesis dataset with 1.9M reactions from patents (1976-2016). (1) Given the product [O:32]=[C:15]1[C:14]2[N:10]([C:6]3[CH:5]=[C:4]([CH:9]=[CH:8][CH:7]=3)[C:3]([NH2:37])=[O:38])[N:11]=[C:12]([C:33]([F:34])([F:36])[F:35])[C:13]=2[CH2:18][CH2:17][N:16]1[C:19]1[CH:24]=[CH:23][C:22]([N:25]2[CH:30]=[CH:29][CH:28]=[CH:27][C:26]2=[O:31])=[CH:21][CH:20]=1, predict the reactants needed to synthesize it. The reactants are: ON[C:3](=[NH:37])[C:4]1[CH:9]=[CH:8][CH:7]=[C:6]([N:10]2[C:14]3[C:15](=[O:32])[N:16]([C:19]4[CH:24]=[CH:23][C:22]([N:25]5[CH:30]=[CH:29][CH:28]=[CH:27][C:26]5=[O:31])=[CH:21][CH:20]=4)[CH2:17][CH2:18][C:13]=3[C:12]([C:33]([F:36])([F:35])[F:34])=[N:11]2)[CH:5]=1.[OH-:38].[Na+].OO. (2) Given the product [OH:5][C:4]([C:6]1[C:10]([C:11]2[C:20]3[C:15](=[CH:16][CH:17]=[CH:18][CH:19]=3)[CH:14]=[CH:13][CH:12]=2)=[C:9]([CH3:21])[NH:8][CH:7]=1)=[O:3], predict the reactants needed to synthesize it. The reactants are: C([O:3][C:4]([C:6]1[C:10]([C:11]2[C:20]3[C:15](=[CH:16][CH:17]=[CH:18][CH:19]=3)[CH:14]=[CH:13][CH:12]=2)=[C:9]([CH3:21])[NH:8][CH:7]=1)=[O:5])C.C(OC(=O)C=CC1C2C(=CC=CC=2)C=CC=1)C.CC(C)([O-])C.[K+].O. (3) Given the product [F:1][C:2]1[CH:7]=[C:6]([CH3:8])[CH:5]=[C:4]([I:10])[C:3]=1[NH2:9], predict the reactants needed to synthesize it. The reactants are: [F:1][C:2]1[CH:7]=[C:6]([CH3:8])[CH:5]=[CH:4][C:3]=1[NH2:9].[I:10]I. (4) The reactants are: [CH3:1][O:2][C:3]1[CH:22]=[CH:21][C:6]([CH2:7][O:8][C@H:9]([C@H:11]([OH:20])[C@H:12]([CH:18]=[CH2:19])[CH2:13][CH2:14][CH:15]([CH3:17])[CH3:16])[CH3:10])=[CH:5][CH:4]=1.[H-].[Na+].[CH3:25][C:26]1[CH:31]=CC(S(OCC(C)C)(=O)=O)=C[CH:27]=1. Given the product [CH2:25]([O:20][C@H:11]([C@H:12]([CH:18]=[CH2:19])[CH2:13][CH2:14][CH:15]([CH3:16])[CH3:17])[C@@H:9]([O:8][CH2:7][C:6]1[CH:5]=[CH:4][C:3]([O:2][CH3:1])=[CH:22][CH:21]=1)[CH3:10])[CH:26]([CH3:31])[CH3:27], predict the reactants needed to synthesize it. (5) Given the product [NH2:23][CH2:24][C:25]1[CH:30]=[C:29]([C:2]2[CH:3]=[CH:4][C:5]([F:21])=[C:6]([CH2:7][O:8][C:9]3[CH:14]=[CH:13][CH:12]=[CH:11][C:10]=3[CH2:15][C:16]([OH:18])=[O:17])[CH:20]=2)[CH:28]=[CH:27][CH:26]=1, predict the reactants needed to synthesize it. The reactants are: Br[C:2]1[CH:3]=[CH:4][C:5]([F:21])=[C:6]([CH:20]=1)[CH2:7][O:8][C:9]1[CH:14]=[CH:13][CH:12]=[CH:11][C:10]=1[CH2:15][C:16]([O:18]C)=[O:17].Cl.[NH2:23][CH2:24][C:25]1[CH:26]=[C:27](B(O)O)[CH:28]=[CH:29][CH:30]=1.C(Cl)Cl.[O-]P([O-])([O-])=O.[K+].[K+].[K+]. (6) Given the product [C:16]1([C:19]2[CH:20]=[CH:21][CH:22]=[CH:23][CH:24]=2)[CH:17]=[CH:18][C:13]([N:11]([CH3:12])[C:9](=[O:10])[CH2:8][C:7]([OH:25])=[O:6])=[CH:14][CH:15]=1, predict the reactants needed to synthesize it. The reactants are: O[Li].O.C([O:6][C:7](=[O:25])[CH2:8][C:9]([N:11]([C:13]1[CH:18]=[CH:17][C:16]([C:19]2[CH:24]=[CH:23][CH:22]=[CH:21][CH:20]=2)=[CH:15][CH:14]=1)[CH3:12])=[O:10])C.C1COCC1.Cl. (7) Given the product [Cl:15][C:16]1[CH:20]=[CH:19][S:18][C:17]=1[C:21]1[O:12][N:11]=[C:9]([C:6]2[CH:7]=[N:8][C:3]([C:2]([F:13])([F:1])[F:14])=[CH:4][CH:5]=2)[N:10]=1, predict the reactants needed to synthesize it. The reactants are: [F:1][C:2]([F:14])([F:13])[C:3]1[N:8]=[CH:7][C:6]([C:9](=[N:11][OH:12])[NH2:10])=[CH:5][CH:4]=1.[Cl:15][C:16]1[CH:20]=[CH:19][S:18][C:17]=1[C:21](Cl)=O. (8) Given the product [Br:30][C:31]1[CH:36]=[CH:35][CH:34]=[C:33]([C:2]2[CH:3]=[C:4]([C:14]([CH3:17])([CH3:16])[CH3:15])[C:5]([O:12][CH3:13])=[C:6]([C:8]([CH3:11])([CH3:10])[CH3:9])[CH:7]=2)[N:32]=1, predict the reactants needed to synthesize it. The reactants are: Br[C:2]1[CH:3]=[C:4]([C:14]([CH3:17])([CH3:16])[CH3:15])[C:5]([O:12][CH3:13])=[C:6]([C:8]([CH3:11])([CH3:10])[CH3:9])[CH:7]=1.C([Li])CCC.COB(OC)OC.[Br:30][C:31]1[CH:36]=[CH:35][CH:34]=[C:33](Br)[N:32]=1.C([O-])([O-])=O.[Na+].[Na+]. (9) Given the product [Br:23][CH2:12][C:6]1[C:5]([C:13]2[CH:18]=[CH:17][CH:16]=[CH:15][C:14]=2[C:19]([F:22])([F:20])[F:21])=[N:4][C:3]2[C:8](=[CH:9][CH:10]=[CH:11][C:2]=2[Cl:1])[N:7]=1, predict the reactants needed to synthesize it. The reactants are: [Cl:1][C:2]1[CH:11]=[CH:10][CH:9]=[C:8]2[C:3]=1[N:4]=[C:5]([C:13]1[CH:18]=[CH:17][CH:16]=[CH:15][C:14]=1[C:19]([F:22])([F:21])[F:20])[C:6]([CH3:12])=[N:7]2.[Br:23]N1C(C)(C)C(=O)N(Br)C1=O.C(Cl)(Cl)(Cl)Cl.C(OOC(=O)C1C=CC=CC=1)(=O)C1C=CC=CC=1. (10) Given the product [NH2:38][C@@H:29]([CH2:30][C:31]1[CH:36]=[CH:35][CH:34]=[C:33]([CH3:37])[CH:32]=1)[C:28]([N:25]1[CH2:24][CH2:23][CH:22]([N:13]2[N:12]=[C:11]([C:5]3[CH:6]=[CH:7][C:8]([O:9][CH3:10])=[C:3]([O:2][CH3:1])[CH:4]=3)[C@@H:20]3[C@@H:15]([CH2:16][CH2:17][CH2:18][CH2:19]3)[C:14]2=[O:21])[CH2:27][CH2:26]1)=[O:46], predict the reactants needed to synthesize it. The reactants are: [CH3:1][O:2][C:3]1[CH:4]=[C:5]([C:11]2[C@@H:20]3[C@@H:15]([CH2:16][CH2:17][CH2:18][CH2:19]3)[C:14](=[O:21])[N:13]([CH:22]3[CH2:27][CH2:26][N:25]([C:28](=[O:46])[C@@H:29]([NH:38]C(=O)OC(C)(C)C)[CH2:30][C:31]4[CH:36]=[CH:35][CH:34]=[C:33]([CH3:37])[CH:32]=4)[CH2:24][CH2:23]3)[N:12]=2)[CH:6]=[CH:7][C:8]=1[O:9][CH3:10].FC(F)(F)C(O)=O.C(=O)(O)[O-].[Na+].